From a dataset of Catalyst prediction with 721,799 reactions and 888 catalyst types from USPTO. Predict which catalyst facilitates the given reaction. Reactant: O1CCCC1.Br[C:7]1[CH:16]=[N:15][C:10]2[O:11][CH2:12][CH2:13][NH:14][C:9]=2[CH:8]=1.[C:17]([C:20]1[CH:25]=[CH:24][C:23](B(O)O)=[CH:22][CH:21]=1)(=[O:19])[CH3:18].C(=O)([O-])[O-].[K+].[K+]. The catalyst class is: 6. Product: [NH:14]1[CH2:13][CH2:12][O:11][C:10]2[N:15]=[CH:16][C:7]([C:23]3[CH:24]=[CH:25][C:20]([C:17](=[O:19])[CH3:18])=[CH:21][CH:22]=3)=[CH:8][C:9]1=2.